Dataset: Peptide-MHC class I binding affinity with 185,985 pairs from IEDB/IMGT. Task: Regression. Given a peptide amino acid sequence and an MHC pseudo amino acid sequence, predict their binding affinity value. This is MHC class I binding data. (1) The peptide sequence is VSALRLFNY. The MHC is HLA-B58:01 with pseudo-sequence HLA-B58:01. The binding affinity (normalized) is 0.359. (2) The peptide sequence is RELVRKTRF. The MHC is HLA-A24:02 with pseudo-sequence HLA-A24:02. The binding affinity (normalized) is 0.0847.